Dataset: TCR-epitope binding with 47,182 pairs between 192 epitopes and 23,139 TCRs. Task: Binary Classification. Given a T-cell receptor sequence (or CDR3 region) and an epitope sequence, predict whether binding occurs between them. (1) The TCR CDR3 sequence is CASSAPGDQPQHF. Result: 0 (the TCR does not bind to the epitope). The epitope is AVFDRKSDAK. (2) The epitope is FLPRVFSAV. The TCR CDR3 sequence is CASSYGGPYEQYF. Result: 1 (the TCR binds to the epitope). (3) The epitope is KAYNVTQAF. The TCR CDR3 sequence is CASSLGGDEQFF. Result: 1 (the TCR binds to the epitope). (4) The epitope is HPKVSSEVHI. The TCR CDR3 sequence is CSATSRAGDNEQFF. Result: 1 (the TCR binds to the epitope). (5) The epitope is SEETGTLIV. The TCR CDR3 sequence is CASSLYRGGPGTGRSSYEQYV. Result: 0 (the TCR does not bind to the epitope).